Predict the product of the given reaction. From a dataset of Forward reaction prediction with 1.9M reactions from USPTO patents (1976-2016). (1) Given the reactants [OH:1][NH:2][C:3](=[NH:5])[CH3:4].[H-].[Na+].CO[C:10]([C:12]1[C:13]([C:31]2[CH:36]=[C:35]([CH3:37])[C:34]([OH:38])=[C:33]([CH3:39])[CH:32]=2)=[C:14]([CH3:30])[N:15]2[CH:24]([CH3:25])[CH2:23][C:22]3[C:17](=[CH:18][C:19]([O:28][CH3:29])=[C:20]([O:26][CH3:27])[CH:21]=3)[C:16]=12)=O.C(N)(=N)C, predict the reaction product. The product is: [CH3:27][O:26][C:20]1[CH:21]=[C:22]2[C:17](=[CH:18][C:19]=1[O:28][CH3:29])[C:16]1=[C:12]([C:10]3[O:1][N:2]=[C:3]([CH3:4])[N:5]=3)[C:13]([C:31]3[CH:32]=[C:33]([CH3:39])[C:34]([OH:38])=[C:35]([CH3:37])[CH:36]=3)=[C:14]([CH3:30])[N:15]1[CH:24]([CH3:25])[CH2:23]2. (2) Given the reactants C[Al](C)C.C[Si]([N:9]=[N+:10]=[N-:11])(C)C.[C:12]([C:14]1[CH:15]=[C:16]([C:21]2[O:25][N:24]=[C:23]([C:26]3[CH:31]=[CH:30][C:29]([F:32])=[CH:28][N:27]=3)[N:22]=2)[CH:17]=[C:18]([F:20])[CH:19]=1)#[N:13], predict the reaction product. The product is: [F:32][C:29]1[CH:30]=[CH:31][C:26]([C:23]2[N:22]=[C:21]([C:16]3[CH:15]=[C:14]([C:12]4[NH:13][N:11]=[N:10][N:9]=4)[CH:19]=[C:18]([F:20])[CH:17]=3)[O:25][N:24]=2)=[N:27][CH:28]=1. (3) Given the reactants [F:1][C:2]1[CH:7]=[C:6](F)[CH:5]=[CH:4][C:3]=1[C:9]1[C:14]([F:15])=[CH:13][N:12]=[C:11]([NH:16][C:17]2[CH:22]=[CH:21][CH:20]=[C:19]([CH2:23][S:24]([CH3:27])(=[O:26])=[O:25])[CH:18]=2)[N:10]=1.[F:28][C:29]1[CH:34]=[CH:33][C:32]([CH2:35][OH:36])=[CH:31][CH:30]=1, predict the reaction product. The product is: [F:15][C:14]1[C:9]([C:3]2[CH:4]=[CH:5][C:6]([O:36][CH2:35][C:32]3[CH:33]=[CH:34][C:29]([F:28])=[CH:30][CH:31]=3)=[CH:7][C:2]=2[F:1])=[N:10][C:11]([NH:16][C:17]2[CH:22]=[CH:21][CH:20]=[C:19]([CH2:23][S:24]([CH3:27])(=[O:25])=[O:26])[CH:18]=2)=[N:12][CH:13]=1. (4) Given the reactants [Cl:1][C:2]1[C:11]2[N:10]([CH3:12])[O:9][C@H:8]3[N:13](C(OC(C)(C)C)=O)[C@H:14]([C:16]([O:18][C@@H:19]4[C@:28]5([OH:29])[C@H:23]([C@H:24]([C:31]([CH3:35])=[C:32]([Cl:34])[Cl:33])[CH2:25][CH2:26][C@H:27]5[CH3:30])[CH:22]=[C:21]([CH3:36])[C@H:20]4[O:37][C:38](=[O:40])[CH3:39])=[O:17])[CH2:15][C@@:7]3([O:48]C(OC(C)(C)C)=O)[C:6]=2[CH:5]=[CH:4][CH:3]=1.Cl, predict the reaction product. The product is: [Cl:1][C:2]1[C:11]2[N:10]([CH3:12])[O:9][C@H:8]3[NH:13][C@H:14]([C:16]([O:18][C@@H:19]4[C@:28]5([OH:29])[C@H:23]([C@H:24]([C:31]([CH3:35])=[C:32]([Cl:34])[Cl:33])[CH2:25][CH2:26][C@H:27]5[CH3:30])[CH:22]=[C:21]([CH3:36])[C@H:20]4[O:37][C:38](=[O:40])[CH3:39])=[O:17])[CH2:15][C@@:7]3([OH:48])[C:6]=2[CH:5]=[CH:4][CH:3]=1. (5) The product is: [Cl:6][CH2:5][CH2:4][CH2:3][CH2:2][N:18]1[CH2:17][CH2:16][CH:15]([C:12]2[C:11]3[CH:21]=[CH:22][C:8]([F:7])=[CH:9][C:10]=3[O:14][N:13]=2)[CH2:20][CH2:19]1. Given the reactants Br[CH2:2][CH2:3][CH2:4][CH2:5][Cl:6].[F:7][C:8]1[CH:22]=[CH:21][C:11]2[C:12]([CH:15]3[CH2:20][CH2:19][NH:18][CH2:17][CH2:16]3)=[N:13][O:14][C:10]=2[CH:9]=1.C(=O)([O-])[O-].[K+].[K+], predict the reaction product.